From a dataset of Full USPTO retrosynthesis dataset with 1.9M reactions from patents (1976-2016). Predict the reactants needed to synthesize the given product. Given the product [CH3:40][C:28]([NH:41][CH2:21][CH:20]([C:11]1[C:12]2[O:17][CH2:16][C:15](=[O:18])[NH:14][C:13]=2[CH:19]=[C:9]([OH:8])[CH:10]=1)[OH:26])([CH3:27])[CH2:29][C:30]1[CH:35]=[CH:34][CH:33]=[C:32]([C:36]([F:37])([F:38])[F:39])[CH:31]=1, predict the reactants needed to synthesize it. The reactants are: C([O:8][C:9]1[CH:10]=[C:11]([C:20](=[O:26])[CH:21](OCC)O)[C:12]2[O:17][CH2:16][C:15](=[O:18])[NH:14][C:13]=2[CH:19]=1)C1C=CC=CC=1.[CH3:27][C:28]([NH2:41])([CH3:40])[CH2:29][C:30]1[CH:35]=[CH:34][CH:33]=[C:32]([C:36]([F:39])([F:38])[F:37])[CH:31]=1.[BH4-].[Na+].O.